From a dataset of Forward reaction prediction with 1.9M reactions from USPTO patents (1976-2016). Predict the product of the given reaction. Given the reactants [NH2:1][C:2]1[N:6]([CH2:7][C:8]2[CH:13]=[CH:12][CH:11]=[CH:10][C:9]=2[Cl:14])[N:5]=[CH:4][C:3]=1[C:15]([NH2:17])=[O:16].[C:18](Cl)(=O)[C:19]([CH3:22])([CH3:21])[CH3:20].[CH2:25](O)[CH3:26], predict the reaction product. The product is: [C:19]([C:22]1[N:1]=[C:2]2[N:6]([CH2:7][C:8]3[CH:13]=[CH:12][CH:11]=[CH:10][C:9]=3[Cl:14])[N:5]=[CH:4][C:3]2=[C:15]([O:16][CH2:25][CH3:26])[N:17]=1)([CH3:21])([CH3:20])[CH3:18].